From a dataset of Forward reaction prediction with 1.9M reactions from USPTO patents (1976-2016). Predict the product of the given reaction. (1) The product is: [OH:34][C:20]1([C:23]([NH:25][CH:26]([C:28]2[CH:29]=[CH:30][CH:31]=[CH:32][CH:33]=2)[CH3:27])=[O:24])[CH2:21][CH2:22][CH:17]([NH:16][S:12]([C:9]2[CH:10]=[CH:11][C:6]([C:4]3[N:3]=[CH:2][O:1][CH:5]=3)=[CH:7][CH:8]=2)(=[O:14])=[O:13])[CH2:18][CH2:19]1. Given the reactants [O:1]1[CH:5]=[C:4]([C:6]2[CH:11]=[CH:10][C:9]([S:12](Cl)(=[O:14])=[O:13])=[CH:8][CH:7]=2)[N:3]=[CH:2]1.[NH2:16][CH:17]1[CH2:22][CH2:21][C:20]([OH:34])([C:23]([NH:25][CH:26]([C:28]2[CH:33]=[CH:32][CH:31]=[CH:30][CH:29]=2)[CH3:27])=[O:24])[CH2:19][CH2:18]1.C(N(C(C)C)CC)(C)C, predict the reaction product. (2) Given the reactants [C:1]([C:4]1[N:5]([CH2:22][C:23]2[CH:28]=[CH:27][C:26]([NH2:29])=[CH:25][CH:24]=2)[C:6](=[O:21])[C:7]2[C:12]([C:13]=1[C:14]1[CH:19]=[CH:18][CH:17]=[CH:16][CH:15]=1)=[CH:11][C:10]([Br:20])=[CH:9][CH:8]=2)(=[O:3])[CH3:2].[C:30]([C:33]1[CH:38]=[CH:37][C:36]([S:39](Cl)(=[O:41])=[O:40])=[CH:35][CH:34]=1)([OH:32])=[O:31], predict the reaction product. The product is: [C:1]([C:4]1[N:5]([CH2:22][C:23]2[CH:24]=[CH:25][C:26]([NH:29][S:39]([C:36]3[CH:35]=[CH:34][C:33]([C:30]([OH:32])=[O:31])=[CH:38][CH:37]=3)(=[O:41])=[O:40])=[CH:27][CH:28]=2)[C:6](=[O:21])[C:7]2[C:12]([C:13]=1[C:14]1[CH:19]=[CH:18][CH:17]=[CH:16][CH:15]=1)=[CH:11][C:10]([Br:20])=[CH:9][CH:8]=2)(=[O:3])[CH3:2]. (3) Given the reactants [NH2:1][C:2]1[CH:7]=[CH:6][C:5]([Cl:8])=[CH:4][C:3]=1[C:9]#[C:10][C:11]1[CH:20]=[CH:19][C:14]([C:15]([O:17][CH3:18])=[O:16])=[CH:13][CH:12]=1.[Cl:21][C:22]1[CH:27]=[CH:26][C:25]([S:28](Cl)(=[O:30])=[O:29])=[CH:24][CH:23]=1, predict the reaction product. The product is: [Cl:21][C:22]1[CH:27]=[CH:26][C:25]([S:28]([NH:1][C:2]2[CH:7]=[CH:6][C:5]([Cl:8])=[CH:4][C:3]=2[C:9]#[C:10][C:11]2[CH:12]=[CH:13][C:14]([C:15]([O:17][CH3:18])=[O:16])=[CH:19][CH:20]=2)(=[O:30])=[O:29])=[CH:24][CH:23]=1. (4) Given the reactants [NH2:1][C:2]1[N:6]([C:7]2[C:12]([Cl:13])=[CH:11][C:10]([C:14]([F:17])([F:16])[F:15])=[CH:9][C:8]=2[Cl:18])[C:5]([C:19]#[N:20])=[C:4]([C:21]#[N:22])[C:3]=1[S:23]([C:25]([F:28])([F:27])[F:26])=[O:24].[CH:29](OCC)(OCC)[O:30][CH2:31][CH3:32].C1(C)C=CC(S(O)(=O)=O)=CC=1, predict the reaction product. The product is: [Cl:13][C:12]1[CH:11]=[C:10]([C:14]([F:15])([F:16])[F:17])[CH:9]=[C:8]([Cl:18])[C:7]=1[N:6]1[C:2]([N:1]=[CH:29][O:30][CH2:31][CH3:32])=[C:3]([S:23]([C:25]([F:27])([F:26])[F:28])=[O:24])[C:4]([C:21]#[N:22])=[C:5]1[C:19]#[N:20].